From a dataset of Peptide-MHC class II binding affinity with 134,281 pairs from IEDB. Regression. Given a peptide amino acid sequence and an MHC pseudo amino acid sequence, predict their binding affinity value. This is MHC class II binding data. (1) The peptide sequence is MGQLISFFGEIPSII. The MHC is DRB1_0802 with pseudo-sequence DRB1_0802. The binding affinity (normalized) is 0.247. (2) The peptide sequence is SLRLSCAASGFTFSS. The MHC is DRB1_0301 with pseudo-sequence DRB1_0301. The binding affinity (normalized) is 0.296. (3) The peptide sequence is AAAAAVAAEAY. The MHC is DRB1_0404 with pseudo-sequence DRB1_0404. The binding affinity (normalized) is 0. (4) The peptide sequence is IKEVVMAYVGIKL. The MHC is DRB5_0101 with pseudo-sequence DRB5_0101. The binding affinity (normalized) is 0.494. (5) The peptide sequence is YLGFVQDAATYAVTT. The MHC is DRB1_0301 with pseudo-sequence DRB1_0301. The binding affinity (normalized) is 0.552. (6) The peptide sequence is AVPWYAVAFNAIVAA. The MHC is DRB1_1201 with pseudo-sequence DRB1_1201. The binding affinity (normalized) is 0.220.